Predict the product of the given reaction. From a dataset of Forward reaction prediction with 1.9M reactions from USPTO patents (1976-2016). (1) Given the reactants [C:1]([CH:3]1[CH2:6][N:5]([C:7](=[O:33])[C@H:8]([NH:12][C:13]([C:15]2[C:23]3[C:18](=[N:19][CH:20]=[C:21](Br)[N:22]=3)[N:17]([CH2:25][O:26][CH2:27][CH2:28][Si:29]([CH3:32])([CH3:31])[CH3:30])[CH:16]=2)=[O:14])[CH:9]2[CH2:11][CH2:10]2)[CH2:4]1)#[N:2].[Cl:34][C:35]1[CH:40]=[CH:39][N:38]=[C:37]2[CH:41]=[C:42]([Sn](CCCC)(CCCC)CCCC)[S:43][C:36]=12.CCOC(C)=O, predict the reaction product. The product is: [C:1]([CH:3]1[CH2:6][N:5]([C:7](=[O:33])[C@H:8]([NH:12][C:13]([C:15]2[C:23]3[C:18](=[N:19][CH:20]=[C:21]([C:42]4[S:43][C:36]5[C:37](=[N:38][CH:39]=[CH:40][C:35]=5[Cl:34])[CH:41]=4)[N:22]=3)[N:17]([CH2:25][O:26][CH2:27][CH2:28][Si:29]([CH3:32])([CH3:31])[CH3:30])[CH:16]=2)=[O:14])[CH:9]2[CH2:11][CH2:10]2)[CH2:4]1)#[N:2]. (2) Given the reactants [C:1]1([SH:7])[CH:6]=[CH:5][CH:4]=[CH:3][CH:2]=1.[H-].[Na+].[Br:10][C:11]([F:17])([F:16])[C:12](Br)([F:14])[F:13].O, predict the reaction product. The product is: [Br:10][C:11]([F:17])([F:16])[C:12]([S:7][C:1]1[CH:6]=[CH:5][CH:4]=[CH:3][CH:2]=1)([F:14])[F:13].